From a dataset of Full USPTO retrosynthesis dataset with 1.9M reactions from patents (1976-2016). Predict the reactants needed to synthesize the given product. (1) Given the product [Br:22][C:17]1[CH:16]=[CH:15][C:14]2[C:19](=[CH:20][CH:21]=[C:12]([NH:11][S:2](=[O:4])(=[O:3])[NH2:5])[CH:13]=2)[CH:18]=1, predict the reactants needed to synthesize it. The reactants are: Cl[S:2]([N:5]=C=O)(=[O:4])=[O:3].C(O)=O.[NH2:11][C:12]1[CH:21]=[CH:20][C:19]2[C:14](=[CH:15][CH:16]=[C:17]([Br:22])[CH:18]=2)[CH:13]=1. (2) Given the product [ClH:28].[ClH:28].[ClH:28].[CH3:24][N:14]([CH:10]1[CH2:11][CH2:12][CH2:13][NH:8][CH2:9]1)[C:15]1[CH:20]=[CH:19][N:18]=[C:17]2[NH:21][CH:22]=[CH:23][C:16]=12, predict the reactants needed to synthesize it. The reactants are: C([N:8]1[CH2:13][CH2:12][CH2:11][CH:10]([N:14]([CH3:24])[C:15]2[CH:20]=[CH:19][N:18]=[C:17]3[NH:21][CH:22]=[CH:23][C:16]=23)[CH2:9]1)C1C=CC=CC=1.C(O)C.[ClH:28].